Dataset: Catalyst prediction with 721,799 reactions and 888 catalyst types from USPTO. Task: Predict which catalyst facilitates the given reaction. (1) Reactant: C([N:4]1[C:12]2[C:7](=[CH:8][C:9]([C:13]3[NH:14][C:15]4[N:16]([N:20]=[C:21]([NH2:29])[C:22]=4[C:23]4[CH:28]=[CH:27][CH:26]=[CH:25][N:24]=4)[C:17](=[O:19])[CH:18]=3)=[CH:10][CH:11]=2)[C:6]([CH3:30])=[N:5]1)(=O)C.C(=O)([O-])[O-].[K+].[K+]. Product: [NH2:29][C:21]1[C:22]([C:23]2[CH:28]=[CH:27][CH:26]=[CH:25][N:24]=2)=[C:15]2[NH:14][C:13]([C:9]3[CH:8]=[C:7]4[C:12](=[CH:11][CH:10]=3)[NH:4][N:5]=[C:6]4[CH3:30])=[CH:18][C:17](=[O:19])[N:16]2[N:20]=1. The catalyst class is: 5. (2) Reactant: Cl[C:2]1[C:7]2[N:8]=[C:9]([CH3:11])[S:10][C:6]=2[C:5]([C:12]2[CH:13]=[N:14][CH:15]=[CH:16][CH:17]=2)=[CH:4][N:3]=1.[NH2:18][C:19]1[N:20]=[C:21]([CH3:24])[S:22][CH:23]=1.C1(P(C2C=CC=CC=2)C2C3OC4C(=CC=CC=4P(C4C=CC=CC=4)C4C=CC=CC=4)C(C)(C)C=3C=CC=2)C=CC=CC=1.C(=O)([O-])[O-].[Cs+].[Cs+]. Product: [CH3:11][C:9]1[S:10][C:6]2[C:5]([C:12]3[CH:13]=[N:14][CH:15]=[CH:16][CH:17]=3)=[CH:4][N:3]=[C:2]([NH:18][C:19]3[N:20]=[C:21]([CH3:24])[S:22][CH:23]=3)[C:7]=2[N:8]=1. The catalyst class is: 12. (3) Reactant: [OH-].[K+].C([O:5][C:6]([CH:8]1[CH2:13][CH2:12][CH:11]([C:14]2[CH:15]=[C:16]3[C:21](=[C:22]([C:24]4[CH:29]=[CH:28][CH:27]=[C:26]([O:30][C:31]([F:34])([F:33])[F:32])[CH:25]=4)[N:23]=2)[N:20]=[CH:19][CH:18]=[CH:17]3)[CH2:10][CH2:9]1)=[O:7])C.Cl. Product: [F:34][C:31]([F:32])([F:33])[O:30][C:26]1[CH:25]=[C:24]([C:22]2[N:23]=[C:14]([CH:11]3[CH2:10][CH2:9][CH:8]([C:6]([OH:7])=[O:5])[CH2:13][CH2:12]3)[CH:15]=[C:16]3[C:21]=2[N:20]=[CH:19][CH:18]=[CH:17]3)[CH:29]=[CH:28][CH:27]=1. The catalyst class is: 40.